The task is: Predict the reactants needed to synthesize the given product.. This data is from Full USPTO retrosynthesis dataset with 1.9M reactions from patents (1976-2016). The reactants are: [CH2:1]([O:3][C:4](=[O:13])[CH2:5][C:6]1[CH:11]=[CH:10][CH:9]=[C:8](Br)[N:7]=1)[CH3:2].[CH3:14][O:15][C:16]1[CH:23]=[CH:22][C:19]([CH2:20][SH:21])=[CH:18][CH:17]=1. Given the product [CH2:1]([O:3][C:4](=[O:13])[CH2:5][C:6]1[CH:11]=[CH:10][CH:9]=[C:8]([S:21][CH2:20][C:19]2[CH:22]=[CH:23][C:16]([O:15][CH3:14])=[CH:17][CH:18]=2)[N:7]=1)[CH3:2], predict the reactants needed to synthesize it.